From a dataset of Reaction yield outcomes from USPTO patents with 853,638 reactions. Predict the reaction yield, written as a fraction of the theoretical maximum amount of product (1.0 means a 100% yield; for example, 0.34 means a 34% yield). The reactants are [CH3:1][C@H:2]1[C@@:11]2([CH3:27])[C@H:12]([O:22][C:23]([CH2:25][OH:26])=[O:24])[CH2:13][C@:14]([CH:20]=[CH2:21])([CH3:19])[C@@H:15]([OH:18])[C@H:16]([CH3:17])[C@:5]3([C@@H:10]2[C:8](=[O:9])[CH2:7][CH2:6]3)[CH2:4][CH2:3]1.C(N(CC)CC)C.[CH3:35][S:36](Cl)(=[O:38])=[O:37].O. The catalyst is ClCCl. The product is [CH3:1][C@H:2]1[C@:11]2([CH3:27])[C@@H:12]([O:22][C:23]([CH2:25][O:26][S:36]([CH3:35])(=[O:38])=[O:37])=[O:24])[CH2:13][C@@:14]([CH:20]=[CH2:21])([CH3:19])[C@H:15]([OH:18])[C@@H:16]([CH3:17])[C@@:5]3([C@@H:10]2[C:8](=[O:9])[CH2:7][CH2:6]3)[CH2:4][CH2:3]1. The yield is 1.00.